This data is from Full USPTO retrosynthesis dataset with 1.9M reactions from patents (1976-2016). The task is: Predict the reactants needed to synthesize the given product. (1) Given the product [CH:1]1([CH2:4][S:5]([C:8]2[CH:9]=[C:10]([O:11][C:12]3[C:17]([CH3:18])=[CH:16][C:15]([NH:19][C:20]4[NH:29][N:28]=[N:27][N:21]=4)=[CH:14][C:13]=3[CH3:22])[CH:23]=[CH:24][C:25]=2[OH:26])(=[O:7])=[O:6])[CH2:3][CH2:2]1, predict the reactants needed to synthesize it. The reactants are: [CH:1]1([CH2:4][S:5]([C:8]2[CH:9]=[C:10]([CH:23]=[CH:24][C:25]=2[OH:26])[O:11][C:12]2[C:17]([CH3:18])=[CH:16][C:15]([NH:19][C:20]#[N:21])=[CH:14][C:13]=2[CH3:22])(=[O:7])=[O:6])[CH2:3][CH2:2]1.[N-:27]=[N+:28]=[N-:29].[Na+].[Cl-].[NH4+]. (2) The reactants are: FC(F)(F)S(O[C:7]1[CH:8]=[C:9]2[C:13](=[CH:14][CH:15]=1)[N:12]([C:16]([O:18][C:19]([CH3:22])([CH3:21])[CH3:20])=[O:17])[C:11]([C:23]([O:25][CH2:26][CH3:27])=[O:24])=[CH:10]2)(=O)=O.CC1(C)C(C)(C)OB([C:38]2[CH:43]=[CH:42][C:41]([OH:44])=[CH:40][CH:39]=2)O1.C1(P(C2C=CC=CC=2)C2C=CC=CC=2)C=CC=CC=1.P([O-])([O-])([O-])=O.[K+].[K+].[K+].O. Given the product [OH:44][C:41]1[CH:42]=[CH:43][C:38]([C:7]2[CH:8]=[C:9]3[C:13](=[CH:14][CH:15]=2)[N:12]([C:16]([O:18][C:19]([CH3:22])([CH3:20])[CH3:21])=[O:17])[C:11]([C:23]([O:25][CH2:26][CH3:27])=[O:24])=[CH:10]3)=[CH:39][CH:40]=1, predict the reactants needed to synthesize it. (3) Given the product [CH:1]1([NH:7][C:8]([NH:23][C:22]2[CH:24]=[CH:25][CH:26]=[C:20]([O:19][CH2:18][CH2:17][CH2:16][N:13]3[CH2:12][CH2:11][O:10][CH2:15][CH2:14]3)[CH:21]=2)=[O:9])[CH2:6][CH2:5][CH2:4][CH2:3][CH2:2]1, predict the reactants needed to synthesize it. The reactants are: [CH:1]1([N:7]=[C:8]=[O:9])[CH2:6][CH2:5][CH2:4][CH2:3][CH2:2]1.[O:10]1[CH2:15][CH2:14][N:13]([CH2:16][CH2:17][CH2:18][O:19][C:20]2[CH:21]=[C:22]([CH:24]=[CH:25][CH:26]=2)[NH2:23])[CH2:12][CH2:11]1.